The task is: Predict the product of the given reaction.. This data is from Forward reaction prediction with 1.9M reactions from USPTO patents (1976-2016). (1) Given the reactants [Cl:1][C:2]1[CH:7]=[CH:6][C:5]([S:8]([NH:11][C@@H:12]([C:20]([OH:22])=O)[CH2:13][C:14]2[CH:19]=[CH:18][CH:17]=[CH:16][CH:15]=2)(=[O:10])=[O:9])=[CH:4][CH:3]=1.[CH2:23]([NH:25][C:26]([NH:28][NH2:29])=[S:27])[CH3:24].C(N(CC)C(C)C)(C)C.F[P-](F)(F)(F)(F)F.N1(OC(N(C)C)=[N+](C)C)C2N=CC=CC=2N=N1, predict the reaction product. The product is: [Cl:1][C:2]1[CH:3]=[CH:4][C:5]([S:8]([NH:11][C@H:12]([CH2:13][C:14]2[CH:15]=[CH:16][CH:17]=[CH:18][CH:19]=2)[C:20]([NH:29][NH:28][C:26](=[S:27])[NH:25][CH2:23][CH3:24])=[O:22])(=[O:9])=[O:10])=[CH:6][CH:7]=1. (2) Given the reactants [C:1]1([CH3:11])[CH:6]=[CH:5][C:4]([S:7](Cl)(=[O:9])=[O:8])=[CH:3][CH:2]=1.[N:12]1[CH:17]=[CH:16][CH:15]=[C:14](/[CH:18]=[CH:19]/[CH2:20][C@@H:21]([OH:23])[CH3:22])[CH:13]=1.C([O-])(O)=O.[Na+], predict the reaction product. The product is: [C:1]1([CH3:11])[CH:6]=[CH:5][C:4]([S:7]([O:23][CH:21]([CH2:20][CH:19]=[CH:18][C:14]2[CH:13]=[N:12][CH:17]=[CH:16][CH:15]=2)[CH3:22])(=[O:9])=[O:8])=[CH:3][CH:2]=1. (3) Given the reactants [OH:1][CH:2]([CH2:13][C:14]([CH3:17])([CH3:16])[CH3:15])[C:3]([O:5][CH2:6][C:7]1[CH:12]=[CH:11][CH:10]=[CH:9][CH:8]=1)=[O:4].N1C(C)=CC=CC=1C.[F:26][C:27]([F:40])([F:39])[S:28](O[S:28]([C:27]([F:40])([F:39])[F:26])(=[O:30])=[O:29])(=[O:30])=[O:29], predict the reaction product. The product is: [CH3:15][C:14]([CH3:17])([CH3:16])[CH2:13][CH:2]([O:1][S:28]([C:27]([F:40])([F:39])[F:26])(=[O:30])=[O:29])[C:3]([O:5][CH2:6][C:7]1[CH:12]=[CH:11][CH:10]=[CH:9][CH:8]=1)=[O:4]. (4) The product is: [Cl:10][C:11]1[CH:44]=[CH:43][C:14]([CH2:15][NH:16][C:17]([C:19]2[C:20](=[O:42])[C:21]3[CH:39]=[C:38]([CH2:40][N:52]([CH2:51][C@H:50]([C:46]4[O:45][CH:49]=[CH:48][CH:47]=4)[OH:54])[CH3:53])[S:37][C:22]=3[N:23]([CH2:25][CH2:26][O:27][CH2:28][CH2:29][O:30][CH:31]3[CH2:36][CH2:35][CH2:34][CH2:33][O:32]3)[CH:24]=2)=[O:18])=[CH:13][CH:12]=1. Given the reactants C(N(C(C)C)CC)(C)C.[Cl:10][C:11]1[CH:44]=[CH:43][C:14]([CH2:15][NH:16][C:17]([C:19]2[C:20](=[O:42])[C:21]3[CH:39]=[C:38]([CH2:40]Cl)[S:37][C:22]=3[N:23]([CH2:25][CH2:26][O:27][CH2:28][CH2:29][O:30][CH:31]3[CH2:36][CH2:35][CH2:34][CH2:33][O:32]3)[CH:24]=2)=[O:18])=[CH:13][CH:12]=1.[O:45]1[CH:49]=[CH:48][CH:47]=[C:46]1[C@H:50]([OH:54])[CH2:51][NH:52][CH3:53], predict the reaction product. (5) Given the reactants Cl[CH2:2][C:3]1[N:4]=[CH:5][S:6][CH:7]=1.[CH2:8]([NH2:10])[CH3:9], predict the reaction product. The product is: [CH2:8]([NH:10][CH2:2][C:3]1[N:4]=[CH:5][S:6][CH:7]=1)[CH3:9]. (6) Given the reactants [C:1]([O:4][C:5]1[C:23]([O:24][CH3:25])=[CH:22][C:8]([C:9]([NH:11][CH2:12][C:13]2[CH:18]=[CH:17][C:16]([N+:19]([O-])=O)=[CH:15][CH:14]=2)=[O:10])=[CH:7][C:6]=1[O:26][CH3:27])(=[O:3])[CH3:2].CC(C1C=C(C=C(C(C)(C)C)C=1O)C(NCC1C=CC([N+]([O-])=O)=CC=1)=O)(C)C, predict the reaction product. The product is: [C:1]([O:4][C:5]1[C:23]([O:24][CH3:25])=[CH:22][C:8]([C:9]([NH:11][CH2:12][C:13]2[CH:14]=[CH:15][C:16]([NH2:19])=[CH:17][CH:18]=2)=[O:10])=[CH:7][C:6]=1[O:26][CH3:27])(=[O:3])[CH3:2]. (7) Given the reactants [Br:1][C:2]1[CH:7]=[CH:6][C:5]([C:8]2[N:9]([C:18]3[CH:23]=[CH:22][C:21]([S:24]([CH3:27])(=[O:26])=[O:25])=[C:20]([F:28])[CH:19]=3)[CH2:10][C:11](O)([C:13]([F:16])([F:15])[F:14])[N:12]=2)=[CH:4][CH:3]=1.O.C1(C)C=CC(S(O)(=O)=O)=CC=1, predict the reaction product. The product is: [Br:1][C:2]1[CH:7]=[CH:6][C:5]([C:8]2[N:9]([C:18]3[CH:23]=[CH:22][C:21]([S:24]([CH3:27])(=[O:25])=[O:26])=[C:20]([F:28])[CH:19]=3)[CH:10]=[C:11]([C:13]([F:15])([F:14])[F:16])[N:12]=2)=[CH:4][CH:3]=1.